This data is from Catalyst prediction with 721,799 reactions and 888 catalyst types from USPTO. The task is: Predict which catalyst facilitates the given reaction. (1) Reactant: N1[C:5]2=[N:6][CH:7]=N[CH:9]=[C:4]2[C:3](=O)N=1.[CH3:11][N:12](P(N(C)C)(N(C)C)=O)[CH3:13].[CH2:22]1[C:27](=O)[N:26](Br)[C:24](=[O:25])[CH2:23]1.[Li+].[Br-]. Product: [NH:6]1[CH2:5][CH2:4][O:25][CH2:24][CH2:7]1.[CH2:24]([NH2:26])[CH2:23][CH2:22][CH3:27].[NH:12]1[CH2:13][CH2:9][CH2:4][CH2:3][CH2:11]1. The catalyst class is: 10. (2) Reactant: N#N.C1(/[CH:9]=[C:10](/[C:12]2[O:13][CH:14]=[C:15]([C:17]([O:19][CH2:20][CH3:21])=[O:18])[N:16]=2)\C)C=CC=CC=1.[OH2:22]. Product: [C:10]([C:12]1[O:13][CH:14]=[C:15]([C:17]([O:19][CH2:20][CH3:21])=[O:18])[N:16]=1)(=[O:22])[CH3:9]. The catalyst class is: 21. (3) Reactant: [C:1]1([N:7]([C:16]2[CH:21]=[CH:20][C:19](B3OC(C)(C)C(C)(C)O3)=[CH:18][CH:17]=2)[C:8]2[CH:15]=[CH:14][C:11]([CH:12]=[O:13])=[CH:10][CH:9]=2)[CH:6]=[CH:5][CH:4]=[CH:3][CH:2]=1.I[C:32]1[CH:33]=[C:34]([C:40]#[N:41])[C:35](=[CH:38][CH:39]=1)[C:36]#[N:37].C(P(C(C)(C)C)C(C)(C)C)(C)(C)C.C([O-])([O-])=O.[K+].[K+]. Product: [CH:12]([C:11]1[CH:14]=[CH:15][C:8]([N:7]([C:1]2[CH:2]=[CH:3][CH:4]=[CH:5][CH:6]=2)[C:16]2[CH:21]=[CH:20][C:19]([C:32]3[CH:39]=[CH:38][C:35]([C:36]#[N:37])=[C:34]([C:40]#[N:41])[CH:33]=3)=[CH:18][CH:17]=2)=[CH:9][CH:10]=1)=[O:13]. The catalyst class is: 206. (4) Reactant: Br[CH2:2][C:3]([O:5][CH3:6])=[O:4].[OH:7][C:8]1[CH:15]=[C:14]([O:16][CH3:17])[CH:13]=[CH:12][C:9]=1[CH:10]=O.C([O-])([O-])=O.[Cs+].[Cs+]. Product: [CH3:6][O:5][C:3]([C:2]1[O:7][C:8]2[CH:15]=[C:14]([O:16][CH3:17])[CH:13]=[CH:12][C:9]=2[CH:10]=1)=[O:4]. The catalyst class is: 39. (5) Reactant: C(OC([C@H:8]1[NH:13][C:12]([CH3:18])([C:14]([NH:16][NH2:17])=[O:15])[CH2:11][C:10](=[O:19])[N:9]1[CH3:20])=O)(C)(C)C.[Cl:21][C:22]1[CH:23]=[C:24]([N:28]=[C:29]=O)[CH:25]=[CH:26][CH:27]=1.S(Cl)(C1C=CC(C)=CC=1)(=O)=O.CC[N:44](CC)CC. Product: [Cl:21][C:22]1[CH:23]=[C:24]([NH:28][C:29]2[O:15][C:14]([C@@:12]3([CH3:18])[NH:13][C:8](=[NH:44])[N:9]([CH3:20])[C:10](=[O:19])[CH2:11]3)=[N:16][N:17]=2)[CH:25]=[CH:26][CH:27]=1. The catalyst class is: 64. (6) Reactant: [CH2:1](Br)[C:2]1[CH:7]=[CH:6][CH:5]=[CH:4][CH:3]=1.C(=O)([O-])[O-].[K+].[K+].[OH:15][C:16]1[CH:25]=[CH:24][C:19]([C:20]([O:22][CH3:23])=[O:21])=[CH:18][C:17]=1[O:26][CH3:27]. The catalyst class is: 21. Product: [CH2:1]([O:15][C:16]1[CH:25]=[CH:24][C:19]([C:20]([O:22][CH3:23])=[O:21])=[CH:18][C:17]=1[O:26][CH3:27])[C:2]1[CH:7]=[CH:6][CH:5]=[CH:4][CH:3]=1. (7) Reactant: [CH3:1][O:2][C:3]1[CH:4]=[C:5]2[C:13](=[CH:14][CH:15]=1)[N:12]([CH3:16])[C:11]1[C:10]3[CH:17]=[CH:18][CH:19]=[CH:20][C:9]=3S[CH2:7][C:6]2=1.O[O:22][S:23]([O-:25])=O.[K+]. Product: [CH3:1][O:2][C:3]1[CH:4]=[C:5]2[C:13](=[CH:14][CH:15]=1)[N:12]([CH3:16])[C:11]1[C:10]3[CH:17]=[CH:18][CH:19]=[CH:20][C:9]=3[S:23](=[O:25])(=[O:22])[CH2:7][C:6]2=1. The catalyst class is: 24.